Task: Predict which catalyst facilitates the given reaction.. Dataset: Catalyst prediction with 721,799 reactions and 888 catalyst types from USPTO (1) Reactant: [CH2:1]([N:8]1[C:16]2[C:15](=[O:17])[NH:14][C:13](=[O:18])[N:12]([CH3:19])[C:11]=2[N:10]=[CH:9]1)[C:2]1[CH:7]=[CH:6][CH:5]=[CH:4][CH:3]=1.[C:20](=O)([O-])[O-].[K+].[K+].ClC[CH2:28][C:29]([CH3:34])([CH3:33])[C:30]([O-:32])=[O:31]. Product: [CH3:28][C:29]([CH3:34])([CH3:33])[C:30]([O:32][CH2:20][N:14]1[C:15](=[O:17])[C:16]2[N:8]([CH2:1][C:2]3[CH:7]=[CH:6][CH:5]=[CH:4][CH:3]=3)[CH:9]=[N:10][C:11]=2[N:12]([CH3:19])[C:13]1=[O:18])=[O:31]. The catalyst class is: 42. (2) Reactant: C([O:9][CH2:10][C:11]1[N:16]=[CH:15][C:14]([Br:17])=[CH:13][N:12]=1)(=O)C1C=CC=CC=1.C[O-].[Na+].CO. Product: [Br:17][C:14]1[CH:13]=[N:12][C:11]([CH2:10][OH:9])=[N:16][CH:15]=1. The catalyst class is: 5. (3) Reactant: [OH:1][C@@H:2]1[CH2:10][C:9]2[C:4](=[CH:5][CH:6]=[CH:7][CH:8]=2)[C@H:3]1[NH:11][C:12]1[C:13]2[N:14]([C:22]([CH3:26])=[C:23]([CH3:25])[N:24]=2)[CH:15]=[C:16]([C:18]([O:20]C)=[O:19])[CH:17]=1.[OH-].[Na+]. Product: [OH:1][C@@H:2]1[CH2:10][C:9]2[C:4](=[CH:5][CH:6]=[CH:7][CH:8]=2)[C@H:3]1[NH:11][C:12]1[C:13]2[N:14]([C:22]([CH3:26])=[C:23]([CH3:25])[N:24]=2)[CH:15]=[C:16]([C:18]([OH:20])=[O:19])[CH:17]=1. The catalyst class is: 12. (4) Reactant: [CH3:1][S:2]([O:5][C:6]1[CH:7]=[C:8]([CH:13]=[CH:14][C:15]=1[CH2:16][N:17]1[CH2:22][CH2:21][O:20][CH2:19][CH2:18]1)[C:9]([O:11]C)=[O:10])(=[O:4])=[O:3].[Li+].[OH-]. Product: [CH3:1][S:2]([O:5][C:6]1[CH:7]=[C:8]([CH:13]=[CH:14][C:15]=1[CH2:16][N:17]1[CH2:22][CH2:21][O:20][CH2:19][CH2:18]1)[C:9]([OH:11])=[O:10])(=[O:3])=[O:4]. The catalyst class is: 295.